Task: Predict the reaction yield, written as a fraction of the theoretical maximum amount of product (1.0 means a 100% yield; for example, 0.34 means a 34% yield).. Dataset: Reaction yield outcomes from USPTO patents with 853,638 reactions (1) The reactants are [CH3:1][O:2][C:3]1[C:10]([O:11][CH3:12])=[C:9]([O:13][CH3:14])[CH:8]=[C:7]([CH3:15])[C:4]=1[CH:5]=[O:6].P([O-])(O)(O)=[O:17].[Na+].Cl([O-])=O.[Na+].C(=O)([O-])O.[Na+]. The catalyst is CS(C)=O. The product is [CH3:1][O:2][C:3]1[C:10]([O:11][CH3:12])=[C:9]([O:13][CH3:14])[CH:8]=[C:7]([CH3:15])[C:4]=1[C:5]([OH:17])=[O:6]. The yield is 0.930. (2) The reactants are [C:1]([Si:5]([CH3:21])([CH3:20])[O:6][CH2:7][CH2:8][S:9][C:10]1[N:15]=[C:14]([CH3:16])[C:13]([N+:17]([O-])=O)=[CH:12][CH:11]=1)([CH3:4])([CH3:3])[CH3:2].[NH4+].[Cl-]. The catalyst is C1COCC1.[Zn]. The product is [C:1]([Si:5]([CH3:21])([CH3:20])[O:6][CH2:7][CH2:8][S:9][C:10]1[N:15]=[C:14]([CH3:16])[C:13]([NH2:17])=[CH:12][CH:11]=1)([CH3:4])([CH3:3])[CH3:2]. The yield is 0.540. (3) The reactants are [NH2:1][C:2]1[CH:3]=[C:4]2[C:9](=[CH:10][CH:11]=1)[C:8](=[O:12])[NH:7][CH:6]=[CH:5]2.[Cl:13]N1C(=O)CCC1=O. The catalyst is CN(C=O)C. The product is [NH2:1][C:2]1[C:3]([Cl:13])=[C:4]2[C:9](=[CH:10][CH:11]=1)[C:8](=[O:12])[NH:7][CH:6]=[CH:5]2. The yield is 0.820.